Dataset: Forward reaction prediction with 1.9M reactions from USPTO patents (1976-2016). Task: Predict the product of the given reaction. (1) Given the reactants [OH:1][CH2:2][C@H:3]1[CH2:7][CH2:6][C:5](=[O:8])[N:4]1[C:9]1[CH:14]=[CH:13][C:12](/[CH:15]=[CH:16]/[S:17]([N:20]2[CH2:40][CH2:39][C:23]3([N:27]=[C:26]([C:28]4[CH:33]=[CH:32][CH:31]=[C:30]([C:34]([F:37])([F:36])[F:35])[CH:29]=4)[NH:25][C:24]3=[O:38])[CH2:22][CH2:21]2)(=[O:19])=[O:18])=[C:11]([CH3:41])[CH:10]=1.[H][H], predict the reaction product. The product is: [OH:1][CH2:2][C@H:3]1[CH2:7][CH2:6][C:5](=[O:8])[N:4]1[C:9]1[CH:14]=[CH:13][C:12]([CH2:15][CH2:16][S:17]([N:20]2[CH2:21][CH2:22][C:23]3([N:27]=[C:26]([C:28]4[CH:33]=[CH:32][CH:31]=[C:30]([C:34]([F:36])([F:35])[F:37])[CH:29]=4)[NH:25][C:24]3=[O:38])[CH2:39][CH2:40]2)(=[O:19])=[O:18])=[C:11]([CH3:41])[CH:10]=1. (2) Given the reactants Cl[C:2]1[N:3]=[C:4]([NH:18][CH2:19][CH2:20][CH3:21])[C:5]2[N:6]=[C:7]([NH:16][CH3:17])[N:8]=[C:9]([NH:12][CH2:13][CH2:14][CH3:15])[C:10]=2[N:11]=1.[Cl:22][C:23]1[CH:24]=[C:25]([CH:28]=[CH:29][C:30]=1[Cl:31])[CH2:26][NH2:27].Cl.ClC1C(C)=C(C=CC=1)CNC1N=C(NCCC)C2N=C(NC)N=C(NCCC)C=2N=1, predict the reaction product. The product is: [Cl:22][C:23]1[CH:24]=[C:25]([CH:28]=[CH:29][C:30]=1[Cl:31])[CH2:26][NH:27][C:2]1[N:3]=[C:4]([NH:18][CH2:19][CH2:20][CH3:21])[C:5]2[N:6]=[C:7]([NH:16][CH3:17])[N:8]=[C:9]([NH:12][CH2:13][CH2:14][CH3:15])[C:10]=2[N:11]=1. (3) The product is: [Cl:1][C:2]1[CH:3]=[C:4]([CH:21]=[CH:22][C:23]=1[Cl:24])[O:5][C:6]1[C:11](=[O:12])[NH:10][C:9]([C:13]2[N:14]=[C:26]([C:27]([O:29][CH2:30][CH3:31])=[O:28])[O:16][N:15]=2)=[N:8][C:7]=1[C:17]([F:20])([F:18])[F:19]. Given the reactants [Cl:1][C:2]1[CH:3]=[C:4]([CH:21]=[CH:22][C:23]=1[Cl:24])[O:5][C:6]1[C:11](=[O:12])[NH:10][C:9]([C:13](=[N:15][OH:16])[NH2:14])=[N:8][C:7]=1[C:17]([F:20])([F:19])[F:18].Cl[C:26](=O)[C:27]([O:29][CH2:30][CH3:31])=[O:28].C(N(CC)C(C)C)(C)C, predict the reaction product. (4) Given the reactants [CH:1]([C:3]1[CH:11]=[CH:10][C:6]([C:7]([OH:9])=[O:8])=[CH:5][CH:4]=1)=[O:2].[C:12](OC(OC(O[C:12]([CH3:15])([CH3:14])[CH3:13])=O)=O)([CH3:15])([CH3:14])[CH3:13].C1COCC1.C([O-])(O)=O.[Na+], predict the reaction product. The product is: [CH:1]([C:3]1[CH:11]=[CH:10][C:6]([C:7]([O:9][C:12]([CH3:15])([CH3:14])[CH3:13])=[O:8])=[CH:5][CH:4]=1)=[O:2]. (5) Given the reactants [NH2:1][C:2]1[N:7]=[C:6]([N:8]2[C:12]3[CH:13]=[C:14](Br)[CH:15]=[CH:16][C:11]=3[N:10]=[C:9]2[NH:18][CH2:19][CH2:20][O:21][CH3:22])[CH:5]=[CH:4][N:3]=1.C(N(CC)CC)C.[C:30]([C:32]1([OH:38])[CH2:37][CH2:36][CH2:35][CH2:34][CH2:33]1)#[CH:31], predict the reaction product. The product is: [NH2:1][C:2]1[N:7]=[C:6]([N:8]2[C:12]3[CH:13]=[C:14]([C:31]#[C:30][C:32]4([OH:38])[CH2:37][CH2:36][CH2:35][CH2:34][CH2:33]4)[CH:15]=[CH:16][C:11]=3[N:10]=[C:9]2[NH:18][CH2:19][CH2:20][O:21][CH3:22])[CH:5]=[CH:4][N:3]=1.